Predict the product of the given reaction. From a dataset of Forward reaction prediction with 1.9M reactions from USPTO patents (1976-2016). (1) The product is: [F:17][C:2]([F:1])([F:16])[C:3]1[CH:8]=[CH:7][CH:6]=[CH:5][C:4]=1[CH2:9][NH:10][C@H:11]1[CH2:15][CH2:14][N:13]([C:18]([O:20][C:21]([CH3:24])([CH3:23])[CH3:22])=[O:19])[CH2:12]1. Given the reactants [F:1][C:2]([F:17])([F:16])[C:3]1[CH:8]=[CH:7][CH:6]=[CH:5][C:4]=1[CH2:9][NH:10][C@H:11]1[CH2:15][CH2:14][NH:13][CH2:12]1.[C:18](O[C:18]([O:20][C:21]([CH3:24])([CH3:23])[CH3:22])=[O:19])([O:20][C:21]([CH3:24])([CH3:23])[CH3:22])=[O:19], predict the reaction product. (2) Given the reactants [Al+3].[Cl-].[Cl-].[Cl-].[H-].[H-].[H-].[H-].[Li+].[Al+3].[CH2:11]1[C:16]2([O:21][CH2:20][CH2:19][CH2:18][O:17]2)[CH2:15][CH2:14][CH2:13][CH2:12]1.[OH-].[K+], predict the reaction product. The product is: [CH:16]1([O:17][CH2:18][CH2:19][CH2:20][OH:21])[CH2:11][CH2:12][CH2:13][CH2:14][CH2:15]1. (3) Given the reactants [C:1]([C:5]1[CH:10]=[CH:9][C:8]([C:11]2[C:12]3[O:19][C:18]([C:20]4[CH:21]=[C:22]([NH2:26])[CH:23]=[N:24][CH:25]=4)=[CH:17][C:13]=3[CH:14]=[N:15][CH:16]=2)=[CH:7][CH:6]=1)([CH3:4])([CH3:3])[CH3:2].[N:27]([C:30]1[CH:35]=[CH:34][CH:33]=[CH:32][CH:31]=1)=[C:28]=[O:29], predict the reaction product. The product is: [C:1]([C:5]1[CH:10]=[CH:9][C:8]([C:11]2[C:12]3[O:19][C:18]([C:20]4[CH:21]=[C:22]([NH:26][C:28]([NH:27][C:30]5[CH:35]=[CH:34][CH:33]=[CH:32][CH:31]=5)=[O:29])[CH:23]=[N:24][CH:25]=4)=[CH:17][C:13]=3[CH:14]=[N:15][CH:16]=2)=[CH:7][CH:6]=1)([CH3:4])([CH3:2])[CH3:3]. (4) Given the reactants [CH3:1][O:2][C:3]([C:5]1[C@@H:10]([C:11]2[CH:16]=[CH:15][C:14]([C:17]#[N:18])=[CH:13][CH:12]=2)[N:9]2[C:19](=[O:27])[N:20]([CH2:22][C:23]([O:25]C)=[O:24])[N:21]=[C:8]2[N:7]([C:28]2[CH:33]=[CH:32][CH:31]=[C:30]([C:34]([F:37])([F:36])[F:35])[CH:29]=2)[C:6]=1[CH3:38])=[O:4].CO.[OH-].[Li+].Cl, predict the reaction product. The product is: [CH3:1][O:2][C:3]([C:5]1[C@@H:10]([C:11]2[CH:16]=[CH:15][C:14]([C:17]#[N:18])=[CH:13][CH:12]=2)[N:9]2[C:19](=[O:27])[N:20]([CH2:22][C:23]([OH:25])=[O:24])[N:21]=[C:8]2[N:7]([C:28]2[CH:33]=[CH:32][CH:31]=[C:30]([C:34]([F:36])([F:35])[F:37])[CH:29]=2)[C:6]=1[CH3:38])=[O:4]. (5) Given the reactants [CH2:1]([O:8][N:9]([C@H:22]1[CH2:27][N:26]([C:28]([O:30][C:31]([CH3:34])([CH3:33])[CH3:32])=[O:29])[C@H:25]([CH2:35][OH:36])[CH:24]=[C:23]1[CH2:37][CH2:38][N+:39]([O-:41])=[O:40])[S:10]([C:13]1[CH:18]=[CH:17][CH:16]=[CH:15][C:14]=1[N+:19]([O-:21])=[O:20])(=[O:12])=[O:11])[C:2]1[CH:7]=[CH:6][CH:5]=[CH:4][CH:3]=1.C([O:45]N([C@H]1CN(C(OC(C)(C)C)=O)[C@H](C(O)=O)C=C1C)S(C1C=CC=CC=1[N+]([O-])=O)(=O)=O)C=C, predict the reaction product. The product is: [CH2:1]([O:8][N:9]([C@H:22]1[CH2:27][N:26]([C:28]([O:30][C:31]([CH3:34])([CH3:33])[CH3:32])=[O:29])[C@H:25]([C:35]([OH:45])=[O:36])[CH:24]=[C:23]1[CH2:37][CH2:38][N+:39]([O-:41])=[O:40])[S:10]([C:13]1[CH:18]=[CH:17][CH:16]=[CH:15][C:14]=1[N+:19]([O-:21])=[O:20])(=[O:11])=[O:12])[C:2]1[CH:3]=[CH:4][CH:5]=[CH:6][CH:7]=1. (6) Given the reactants C(OC([N:8]1[C:16]2[C:11](=[CH:12][CH:13]=[C:14]([Cl:17])[CH:15]=2)/[C:10](=[CH:18]/[C:19]2[CH:24]=[C:23]([Cl:25])[CH:22]=[CH:21][C:20]=2[O:26][C:27]2[CH:32]=[CH:31][C:30]([O:33][CH3:34])=[CH:29][CH:28]=2)/[C:9]1=[O:35])=O)(C)(C)C.[F:36][C:37]1[CH:38]=[CH:39][C:40]([CH3:52])=[C:41]([CH:43]=[N:44][C:45]([O:47][Si](C)(C)C)=[CH2:46])[CH:42]=1, predict the reaction product. The product is: [Cl:17][C:14]1[CH:15]=[C:16]2[NH:8][C:9](=[O:35])[C:10]3([CH:18]([C:19]4[CH:24]=[C:23]([Cl:25])[CH:22]=[CH:21][C:20]=4[O:26][C:27]4[CH:28]=[CH:29][C:30]([O:33][CH3:34])=[CH:31][CH:32]=4)[CH2:46][C:45](=[O:47])[NH:44][CH:43]3[C:41]3[CH:42]=[C:37]([F:36])[CH:38]=[CH:39][C:40]=3[CH3:52])[C:11]2=[CH:12][CH:13]=1. (7) Given the reactants [C@H:1]12[N:8]([C:9]([C:11]3[CH:16]=[CH:15][CH:14]=[CH:13][C:12]=3[C:17]3[O:21][N:20]=[C:19]([CH3:22])[N:18]=3)=[O:10])[CH2:7][C@H:6]1[CH2:5][CH2:4][NH:3][CH2:2]2.Cl[C:24]1[N:29]=[C:28]([CH3:30])[CH:27]=[C:26]([CH3:31])[N:25]=1.CCN(C(C)C)C(C)C, predict the reaction product. The product is: [CH3:31][C:26]1[CH:27]=[C:28]([CH3:30])[N:29]=[C:24]([N:3]2[CH2:4][CH2:5][C@H:6]3[C@H:1]([N:8]([C:9]([C:11]4[CH:16]=[CH:15][CH:14]=[CH:13][C:12]=4[C:17]4[O:21][N:20]=[C:19]([CH3:22])[N:18]=4)=[O:10])[CH2:7]3)[CH2:2]2)[N:25]=1.